Dataset: Reaction yield outcomes from USPTO patents with 853,638 reactions. Task: Predict the reaction yield, written as a fraction of the theoretical maximum amount of product (1.0 means a 100% yield; for example, 0.34 means a 34% yield). (1) The reactants are CS(O[CH2:6][C:7]1[C:12]([F:13])=[C:11]([O:14][CH3:15])[CH:10]=[C:9]([O:16][CH3:17])[C:8]=1[F:18])(=O)=O.[C-:19]#[N:20].[Na+]. The catalyst is CS(C)=O. The product is [F:18][C:8]1[C:9]([O:16][CH3:17])=[CH:10][C:11]([O:14][CH3:15])=[C:12]([F:13])[C:7]=1[CH2:6][C:19]#[N:20]. The yield is 0.420. (2) The reactants are [BH4-].[Na+].[C:3]([C:6]1[CH:10]=[C:9]([C:11]([NH:13][C@@H:14]([CH3:31])[CH2:15][N:16]2[CH:20]=[C:19]([Cl:21])[C:18]([C:22]3[CH:27]=[CH:26][C:25]([C:28]#[N:29])=[C:24]([Cl:30])[CH:23]=3)=[N:17]2)=[O:12])[NH:8][N:7]=1)(=[O:5])[CH3:4].Cl. The catalyst is C(O)C.O. The product is [Cl:21][C:19]1[C:18]([C:22]2[CH:27]=[CH:26][C:25]([C:28]#[N:29])=[C:24]([Cl:30])[CH:23]=2)=[N:17][N:16]([CH2:15][C@@H:14]([NH:13][C:11]([C:9]2[NH:8][N:7]=[C:6]([CH:3]([OH:5])[CH3:4])[CH:10]=2)=[O:12])[CH3:31])[CH:20]=1. The yield is 0.510. (3) The reactants are [CH3:1][O:2][C:3]1[CH:4]=[C:5]([CH:7]=[CH:8][C:9]=1[CH3:10])[NH2:6].[Br-:11].[Br-].[Br-].C([N+](CCCC)(CCCC)CCCC)CCC.C([N+](CCCC)(CCCC)CCCC)CCC.C([N+](CCCC)(CCCC)CCCC)CCC.C([O-])(O)=O.[Na+]. The catalyst is ClCCl. The product is [Br:11][C:7]1[CH:8]=[C:9]([CH3:10])[C:3]([O:2][CH3:1])=[CH:4][C:5]=1[NH2:6]. The yield is 0.850. (4) The reactants are [O:1]1[CH2:5][CH2:4][CH:3]([C:6]([OH:8])=O)[CH2:2]1.CCN=C=NCCCN(C)C.Cl.O.ON1C2C=CC=CC=2N=N1.[O:32]1[CH2:37][CH2:36][CH:35]([C:38]([C:40]2[S:44][C:43]([NH2:45])=[N:42][C:41]=2[C:46]2[O:47][CH:48]=[CH:49][CH:50]=2)=[O:39])[CH2:34][CH2:33]1.C(=O)([O-])O.[Na+]. No catalyst specified. The product is [O:47]1[CH:48]=[CH:49][CH:50]=[C:46]1[C:41]1[N:42]=[C:43]([NH:45][C:6]([CH:3]2[CH2:4][CH2:5][O:1][CH2:2]2)=[O:8])[S:44][C:40]=1[C:38]([CH:35]1[CH2:36][CH2:37][O:32][CH2:33][CH2:34]1)=[O:39]. The yield is 0.840. (5) The reactants are C1(C[O:8][C:9]2[NH:13][C:12](=[O:14])[O:11][N:10]=2)C=CC=CC=1.I[CH3:16].[Cl:17][C:18]1[CH:23]=[CH:22][C:21]([N:24]([CH:28]([CH3:30])[CH3:29])[C:25](Cl)=[O:26])=[CH:20][CH:19]=1. The catalyst is C(#N)C. The product is [Cl:17][C:18]1[CH:23]=[CH:22][C:21]([N:24]([CH:28]([CH3:30])[CH3:29])[C:25]([N:10]2[C:9](=[O:8])[N:13]([CH3:16])[C:12](=[O:14])[O:11]2)=[O:26])=[CH:20][CH:19]=1. The yield is 0.180. (6) The reactants are [F:1][C:2]1[C:3]([C:9]2[N:13]([CH:14]3[CH2:19][CH2:18][O:17][CH2:16][CH2:15]3)[C:12]([CH3:20])=[N:11][CH:10]=2)=[N:4][C:5]([NH2:8])=[N:6][CH:7]=1.Br[C:22]1[C:34]([F:35])=[CH:33][C:25]([CH2:26][N:27]2[CH2:32][CH2:31][O:30][CH2:29][CH2:28]2)=[C:24]([F:36])[CH:23]=1.CCC([O-])(C)C.[Na+]. The catalyst is C1(C)C=CC=CC=1.Cl[Pd]Cl.C1(P(C2C=CC=CC=2)[C-]2C=CC=C2)C=CC=CC=1.[C-]1(P(C2C=CC=CC=2)C2C=CC=CC=2)C=CC=C1.[Fe+2].CC1(C)C2C=CC=C(P(C3C=CC=CC=3)C3C=CC=CC=3)C=2OC2C1=CC=CC=2P(C1C=CC=CC=1)C1C=CC=CC=1. The product is [F:35][C:34]1[CH:33]=[C:25]([CH2:26][N:27]2[CH2:28][CH2:29][O:30][CH2:31][CH2:32]2)[C:24]([F:36])=[CH:23][C:22]=1[NH:8][C:5]1[N:4]=[C:3]([C:9]2[N:13]([CH:14]3[CH2:19][CH2:18][O:17][CH2:16][CH2:15]3)[C:12]([CH3:20])=[N:11][CH:10]=2)[C:2]([F:1])=[CH:7][N:6]=1. The yield is 0.640. (7) The reactants are [CH3:1][O:2][C:3]1[CH:8]=[CH:7][C:6]([NH2:9])=[CH:5][C:4]=1[C:10]1[N:11]([CH3:15])[N:12]=[CH:13][CH:14]=1.[Cl:16][C:17]1[CH:22]=[CH:21][C:20]([N:23]=[C:24]=[O:25])=[CH:19][CH:18]=1. The catalyst is C(Cl)Cl. The product is [Cl:16][C:17]1[CH:22]=[CH:21][C:20]([NH:23][C:24]([NH:9][C:6]2[CH:7]=[CH:8][C:3]([O:2][CH3:1])=[C:4]([C:10]3[N:11]([CH3:15])[N:12]=[CH:13][CH:14]=3)[CH:5]=2)=[O:25])=[CH:19][CH:18]=1. The yield is 0.810.